From a dataset of Peptide-MHC class II binding affinity with 134,281 pairs from IEDB. Regression. Given a peptide amino acid sequence and an MHC pseudo amino acid sequence, predict their binding affinity value. This is MHC class II binding data. The peptide sequence is LESDMIIPKSLAGPI. The MHC is DRB1_0701 with pseudo-sequence DRB1_0701. The binding affinity (normalized) is 0.208.